Dataset: Catalyst prediction with 721,799 reactions and 888 catalyst types from USPTO. Task: Predict which catalyst facilitates the given reaction. (1) Reactant: C[O:2][C:3]1[CH:20]=[C:19]([CH3:21])[CH:18]=[C:17]2[C:4]=1[C@@:5]1([CH3:25])[C@H:14]([CH2:15][S:16]2)[C@:13]2([CH3:22])[C@H:8]([C:9]([CH3:24])([CH3:23])[CH2:10][CH2:11][CH2:12]2)[CH2:7][CH2:6]1.B(Br)(Br)Br. Product: [CH3:25][C@@:5]12[CH2:6][CH2:7][C@@H:8]3[C@:13]([CH3:22])([CH2:12][CH2:11][CH2:10][C:9]3([CH3:23])[CH3:24])[C@H:14]1[CH2:15][S:16][C:17]1[C:4]2=[C:3]([OH:2])[CH:20]=[C:19]([CH3:21])[CH:18]=1. The catalyst class is: 2. (2) Reactant: Cl[C:2]1[CH:7]=[N:6][CH:5]=[CH:4][N:3]=1.[CH2:8]([CH2:10][NH2:11])[OH:9]. Product: [N:3]1[CH:4]=[CH:5][N:6]=[CH:7][C:2]=1[NH:11][CH2:10][CH2:8][OH:9]. The catalyst class is: 138. (3) Reactant: [F:1][C:2]1[C:3]([CH3:15])=[C:4]([CH:12]=[CH:13][CH:14]=1)[O:5]C1CCCCO1.C(O)(=O)C(O)=O. Product: [F:1][C:2]1[C:3]([CH3:15])=[C:4]([OH:5])[CH:12]=[CH:13][CH:14]=1. The catalyst class is: 5. (4) Reactant: [CH2:1]([O:5][C:6]1[N:14]=[C:13]2[C:9]([N:10]=[C:11]([O:27]C)[N:12]2[CH2:15][CH:16]2[CH2:21][CH2:20][CH2:19][N:18]([CH:22]3[CH2:26][CH2:25][CH2:24][CH2:23]3)[CH2:17]2)=[C:8]([NH2:29])[N:7]=1)[CH2:2][CH2:3][CH3:4].[ClH:30]. Product: [ClH:30].[NH2:29][C:8]1[N:7]=[C:6]([O:5][CH2:1][CH2:2][CH2:3][CH3:4])[N:14]=[C:13]2[C:9]=1[NH:10][C:11](=[O:27])[N:12]2[CH2:15][CH:16]1[CH2:21][CH2:20][CH2:19][N:18]([CH:22]2[CH2:23][CH2:24][CH2:25][CH2:26]2)[CH2:17]1. The catalyst class is: 71. (5) Reactant: [Br:1][C:2]1[C:3]([CH3:9])=[C:4]([CH:6]=[CH:7][CH:8]=1)[NH2:5].[C:10]([O-:13])(=O)[CH3:11].[K+].C(OC(=O)C)(=O)C.C1OCCOCCOCCOCCOCCOC1.[N:40](OCCC(C)C)=O. The catalyst class is: 22. Product: [Br:1][C:2]1[CH:8]=[CH:7][CH:6]=[C:4]2[C:3]=1[CH:9]=[N:40][N:5]2[C:10](=[O:13])[CH3:11].[Br:1][C:2]1[CH:8]=[CH:7][CH:6]=[C:4]2[C:3]=1[CH:9]=[N:40][NH:5]2. (6) Reactant: [CH3:1][C:2]1[CH:14]=[CH:13][CH:12]=[CH:11][C:3]=1[CH2:4][CH:5]([C:8](=O)[CH3:9])[C:6]#[N:7].O.[NH2:16][NH2:17]. Product: [CH3:9][C:8]1[C:5]([CH2:4][C:3]2[CH:11]=[CH:12][CH:13]=[CH:14][C:2]=2[CH3:1])=[C:6]([NH2:7])[NH:17][N:16]=1. The catalyst class is: 8. (7) Reactant: [CH2:1]([N:8]1[C:21](=[O:22])[C:20]2[C:11](=[N:12][C:13]3[C:18]([CH:19]=2)=[CH:17][CH:16]=[CH:15][CH:14]=3)[N:10]=[C:9]1[CH:23](Br)[CH2:24][CH3:25])[C:2]1[CH:7]=[CH:6][CH:5]=[CH:4][CH:3]=1.[NH2:27][CH2:28][CH2:29][CH2:30][NH:31][C:32](=[O:38])[O:33][C:34]([CH3:37])([CH3:36])[CH3:35]. Product: [C:34]([O:33][C:32](=[O:38])[NH:31][CH2:30][CH2:29][CH2:28][NH:27][CH:23]([C:9]1[N:8]([CH2:1][C:2]2[CH:3]=[CH:4][CH:5]=[CH:6][CH:7]=2)[C:21](=[O:22])[C:20]2[C:11]([N:10]=1)=[N:12][C:13]1[C:18]([CH:19]=2)=[CH:17][CH:16]=[CH:15][CH:14]=1)[CH2:24][CH3:25])([CH3:37])([CH3:35])[CH3:36]. The catalyst class is: 14.